Dataset: Peptide-MHC class I binding affinity with 185,985 pairs from IEDB/IMGT. Task: Regression. Given a peptide amino acid sequence and an MHC pseudo amino acid sequence, predict their binding affinity value. This is MHC class I binding data. (1) The peptide sequence is IVLSHILPL. The MHC is BoLA-HD6 with pseudo-sequence BoLA-HD6. The binding affinity (normalized) is 0.756. (2) The peptide sequence is TILATLNTLI. The MHC is HLA-A02:06 with pseudo-sequence HLA-A02:06. The binding affinity (normalized) is 0.463. (3) The peptide sequence is LPCRIKQII. The MHC is HLA-A68:02 with pseudo-sequence HLA-A68:02. The binding affinity (normalized) is 0.0122. (4) The peptide sequence is MLRKKQITV. The MHC is HLA-B57:01 with pseudo-sequence HLA-B57:01. The binding affinity (normalized) is 0.0847. (5) The peptide sequence is RELKCGSGIF. The MHC is HLA-B44:03 with pseudo-sequence HLA-B44:03. The binding affinity (normalized) is 0.536.